From a dataset of Forward reaction prediction with 1.9M reactions from USPTO patents (1976-2016). Predict the product of the given reaction. (1) The product is: [CH2:1]([N:24]1[CH:25]2[CH:30]([CH:29]([N:31]3[CH2:35][CH2:34][CH2:33][CH2:32]3)[CH2:28][CH2:27][CH2:26]2)[N:21]([C:19](=[O:20])[CH2:18][C:13]2[CH:14]=[CH:15][C:16]([Cl:17])=[C:11]([Cl:10])[CH:12]=2)[CH2:22][CH2:23]1)[CH2:2][CH2:3][CH3:4]. Given the reactants [CH:1](=O)[CH2:2][CH2:3][CH3:4].[BH3-]C#N.[Na+].[Cl:10][C:11]1[CH:12]=[C:13]([CH2:18][C:19]([N:21]2[CH:30]3[CH:25]([CH2:26][CH2:27][CH2:28][CH:29]3[N:31]3[CH2:35][CH2:34][CH2:33][CH2:32]3)[NH:24][CH2:23][CH2:22]2)=[O:20])[CH:14]=[CH:15][C:16]=1[Cl:17].C([O-])([O-])=O.[Na+].[Na+], predict the reaction product. (2) Given the reactants [NH2:1][C:2]1[CH:9]=[C:8]([C:10]([F:13])([F:12])[F:11])[C:5]([C:6]#[N:7])=[C:4]([Cl:14])[CH:3]=1.C(=O)([O-])[O-].[Ca+2].[C:20](Cl)(Cl)=[S:21].Cl, predict the reaction product. The product is: [Cl:14][C:4]1[CH:3]=[C:2]([N:1]=[C:20]=[S:21])[CH:9]=[C:8]([C:10]([F:11])([F:12])[F:13])[C:5]=1[C:6]#[N:7]. (3) The product is: [CH3:1][O:2][C:3]([C:4]1[CH:5]=[C:6]([C:8]2[CH:13]=[CH:12][CH:11]=[CH:10][N:9]=2)[N:23]([C:20]2[N:19]=[N:18][C:17]([Cl:16])=[CH:22][CH:21]=2)[N:24]=1)=[O:15]. Given the reactants [CH3:1][O:2][C:3](=[O:15])[C:4](=O)[CH2:5][C:6]([C:8]1[CH:13]=[CH:12][CH:11]=[CH:10][N:9]=1)=O.[Cl:16][C:17]1[N:18]=[N:19][C:20]([NH:23][NH2:24])=[CH:21][CH:22]=1.Cl.C(=O)([O-])O.[Na+], predict the reaction product. (4) Given the reactants [CH3:1][C:2]1[CH:13]=[C:12]([CH3:14])[CH:11]=[C:10]([CH:15]2[CH2:19][CH2:18][CH2:17][O:16]2)[C:3]=1[O:4][CH2:5][C:6](OC)=[O:7].[NH2:20][NH2:21], predict the reaction product. The product is: [CH3:1][C:2]1[CH:13]=[C:12]([CH3:14])[CH:11]=[C:10]([CH:15]2[CH2:19][CH2:18][CH2:17][O:16]2)[C:3]=1[O:4][CH2:5][C:6]([NH:20][NH2:21])=[O:7]. (5) Given the reactants Br[CH2:2][C:3]([C:5]1[CH:10]=[CH:9][C:8]([Br:11])=[CH:7][CH:6]=1)=O.[C:12]1([NH2:19])[CH:17]=[CH:16][CH:15]=[CH:14][C:13]=1[NH2:18], predict the reaction product. The product is: [Br:11][C:8]1[CH:9]=[CH:10][C:5]([C:3]2[CH:2]=[N:19][C:12]3[C:13](=[CH:14][CH:15]=[CH:16][CH:17]=3)[N:18]=2)=[CH:6][CH:7]=1.